From a dataset of Peptide-MHC class I binding affinity with 185,985 pairs from IEDB/IMGT. Regression. Given a peptide amino acid sequence and an MHC pseudo amino acid sequence, predict their binding affinity value. This is MHC class I binding data. (1) The peptide sequence is QQLCTMERT. The MHC is HLA-A02:01 with pseudo-sequence HLA-A02:01. The binding affinity (normalized) is 0.00632. (2) The peptide sequence is RQGLERALL. The MHC is HLA-B40:02 with pseudo-sequence HLA-B40:02. The binding affinity (normalized) is 0. (3) The MHC is HLA-B15:01 with pseudo-sequence HLA-B15:01. The binding affinity (normalized) is 0.911. The peptide sequence is GQRKGAGSVF. (4) The peptide sequence is RLASSLYVY. The MHC is HLA-A26:01 with pseudo-sequence HLA-A26:01. The binding affinity (normalized) is 0.213. (5) The peptide sequence is KIRNRIERL. The MHC is HLA-B35:01 with pseudo-sequence HLA-B35:01. The binding affinity (normalized) is 0.0847. (6) The MHC is HLA-A02:03 with pseudo-sequence HLA-A02:03. The peptide sequence is VLTHGLASV. The binding affinity (normalized) is 1.00. (7) The peptide sequence is KAGQYVTIW. The MHC is Mamu-B08 with pseudo-sequence Mamu-B08. The binding affinity (normalized) is 0.